Predict the reaction yield, written as a fraction of the theoretical maximum amount of product (1.0 means a 100% yield; for example, 0.34 means a 34% yield). From a dataset of Reaction yield outcomes from USPTO patents with 853,638 reactions. (1) The reactants are P(Br)(Br)[Br:2].[CH:5]1([C:8]2[O:12][N:11]=[C:10]([C:13]3[C:18]([Cl:19])=[CH:17][CH:16]=[CH:15][C:14]=3[Cl:20])[C:9]=2[CH2:21]O)[CH2:7][CH2:6]1. The catalyst is C(Cl)Cl. The product is [Br:2][CH2:21][C:9]1[C:10]([C:13]2[C:18]([Cl:19])=[CH:17][CH:16]=[CH:15][C:14]=2[Cl:20])=[N:11][O:12][C:8]=1[CH:5]1[CH2:7][CH2:6]1. The yield is 0.490. (2) The reactants are [CH3:1][NH:2][C:3]([C:5]1[C:6](I)=[CH:7][C:8]([N:11]2[CH2:16][CH2:15][CH:14]([O:17][Si:18]([C:21]([CH3:24])([CH3:23])[CH3:22])([CH3:20])[CH3:19])[CH2:13][CH2:12]2)=[N:9][CH:10]=1)=[O:4].[Cl:26][C:27]1[CH:32]=[CH:31][CH:30]=[CH:29][C:28]=1B(O)O.C(=O)([O-])[O-].[Na+].[Na+]. The catalyst is C1C=CC([P]([Pd]([P](C2C=CC=CC=2)(C2C=CC=CC=2)C2C=CC=CC=2)([P](C2C=CC=CC=2)(C2C=CC=CC=2)C2C=CC=CC=2)[P](C2C=CC=CC=2)(C2C=CC=CC=2)C2C=CC=CC=2)(C2C=CC=CC=2)C2C=CC=CC=2)=CC=1.C(COC)OC. The product is [CH3:1][NH:2][C:3]([C:5]1[C:6]([C:28]2[CH:29]=[CH:30][CH:31]=[CH:32][C:27]=2[Cl:26])=[CH:7][C:8]([N:11]2[CH2:16][CH2:15][CH:14]([O:17][Si:18]([C:21]([CH3:24])([CH3:23])[CH3:22])([CH3:20])[CH3:19])[CH2:13][CH2:12]2)=[N:9][CH:10]=1)=[O:4]. The yield is 0.915. (3) The reactants are [Cl:1][C:2]1[CH:33]=[CH:32][CH:31]=[C:30]([Cl:34])[C:3]=1[CH2:4][NH:5][CH:6]([CH2:11][C:12]1[CH:13]=[C:14]2[C:19](=[CH:20][CH:21]=1)[N:18]=[C:17]([C:22]1[C:27]([Cl:28])=[CH:26][CH:25]=[CH:24][C:23]=1[Cl:29])[CH:16]=[CH:15]2)[C:7]([O:9][CH3:10])=[O:8].[C:35]([O-])(O)=O.[Na+].CI. The catalyst is CO. The product is [Cl:1][C:2]1[CH:33]=[CH:32][CH:31]=[C:30]([Cl:34])[C:3]=1[CH2:4][N:5]([CH3:35])[CH:6]([CH2:11][C:12]1[CH:13]=[C:14]2[C:19](=[CH:20][CH:21]=1)[N:18]=[C:17]([C:22]1[C:27]([Cl:28])=[CH:26][CH:25]=[CH:24][C:23]=1[Cl:29])[CH:16]=[CH:15]2)[C:7]([O:9][CH3:10])=[O:8]. The yield is 0.430.